This data is from Forward reaction prediction with 1.9M reactions from USPTO patents (1976-2016). The task is: Predict the product of the given reaction. (1) Given the reactants [F:1][C:2]1[CH:7]=[CH:6][C:5]([F:8])=[CH:4][C:3]=1[CH2:9][C:10]([N:12]1[C:20]2[C:15](=[CH:16][C:17]([C:21]3[C:25]4[C:26]([N:31]([C:39]([O:41][C:42]([CH3:45])([CH3:44])[CH3:43])=[O:40])[C:32]([O:34][C:35]([CH3:38])([CH3:37])[CH3:36])=[O:33])=[N:27][CH:28]=[C:29](I)[C:24]=4[O:23][CH:22]=3)=[CH:18][CH:19]=2)[CH2:14][CH2:13]1)=[O:11].[CH2:46]([O:53][C:54](=[O:62])[NH:55][CH2:56][CH2:57][B-](F)(F)F)[C:47]1[CH:52]=[CH:51][CH:50]=[CH:49][CH:48]=1.[K+].CC(OC1C=CC=C(OC(C)C)C=1C1C(P(C2CCCCC2)C2CCCCC2)=CC=CC=1)C.C(=O)([O-])[O-].[Cs+].[Cs+], predict the reaction product. The product is: [F:1][C:2]1[CH:7]=[CH:6][C:5]([F:8])=[CH:4][C:3]=1[CH2:9][C:10]([N:12]1[C:20]2[C:15](=[CH:16][C:17]([C:21]3[C:25]4[C:26]([N:31]([C:39]([O:41][C:42]([CH3:45])([CH3:44])[CH3:43])=[O:40])[C:32]([O:34][C:35]([CH3:38])([CH3:37])[CH3:36])=[O:33])=[N:27][CH:28]=[C:29]([CH2:57][CH2:56][NH:55][C:54]([O:53][CH2:46][C:47]5[CH:52]=[CH:51][CH:50]=[CH:49][CH:48]=5)=[O:62])[C:24]=4[O:23][CH:22]=3)=[CH:18][CH:19]=2)[CH2:14][CH2:13]1)=[O:11]. (2) The product is: [C:33]([O:32][C:31](=[O:37])[NH:30][C:26]1([C:23]2[CH:24]=[CH:25][C:20]([C:11]3[C:12]([C:14]4[CH:15]=[CH:16][CH:17]=[CH:18][CH:19]=4)=[CH:13][C:7]4[N:6]([CH3:39])[C:5](=[O:38])[CH:4]([CH2:3][CH2:2][OH:1])[O:9][C:8]=4[N:10]=3)=[CH:21][CH:22]=2)[CH2:27][CH2:28][CH2:29]1)([CH3:35])([CH3:34])[CH3:36]. Given the reactants [OH:1][CH2:2][CH2:3][CH:4]1[O:9][C:8]2[N:10]=[C:11]([C:20]3[CH:25]=[CH:24][C:23]([C:26]4([NH:30][C:31](=[O:37])[O:32][C:33]([CH3:36])([CH3:35])[CH3:34])[CH2:29][CH2:28][CH2:27]4)=[CH:22][CH:21]=3)[C:12]([C:14]3[CH:19]=[CH:18][CH:17]=[CH:16][CH:15]=3)=[CH:13][C:7]=2[NH:6][C:5]1=[O:38].[C:39](=O)([O-])[O-].[K+].[K+].CI, predict the reaction product. (3) The product is: [O:13]1[CH2:12][CH2:11][N:10]([C:7]2[CH:8]=[C:18]([CH:4]=[CH:5][CH:6]=2)[NH2:17])[CH2:15][CH2:14]1. Given the reactants [N+]([C:4]1N=[CH:8][C:7]([N:10]2[CH2:15][CH2:14][O:13][CH2:12][CH2:11]2)=[CH:6][CH:5]=1)([O-])=O.[Cl-].[NH4+:17].[CH3:18]O, predict the reaction product.